Task: Predict the reactants needed to synthesize the given product.. Dataset: Full USPTO retrosynthesis dataset with 1.9M reactions from patents (1976-2016) (1) Given the product [CH3:13][C:14]1[O:18][C:17]([C:19]2[CH:24]=[CH:23][CH:22]=[CH:21][CH:20]=2)=[N:16][C:15]=1[CH2:25][CH2:26][O:27][C:28]1[C:36]2[CH:35]=[CH:34][S:33][C:32]=2[C:31]([CH2:37][CH:38]2[S:42][C:41](=[O:43])[NH:40][C:39]2=[O:44])=[CH:30][CH:29]=1, predict the reactants needed to synthesize it. The reactants are: N1C=C(C(O)=O)C=C(C(O)=O)C=1.[CH3:13][C:14]1[O:18][C:17]([C:19]2[CH:24]=[CH:23][CH:22]=[CH:21][CH:20]=2)=[N:16][C:15]=1[CH2:25][CH2:26][O:27][C:28]1[C:36]2[CH:35]=[CH:34][S:33][C:32]=2[C:31]([CH:37]=[C:38]2[S:42][C:41](=[O:43])[NH:40][C:39]2=[O:44])=[CH:30][CH:29]=1. (2) Given the product [CH2:40]([O:38][C:35]1[CH:34]=[CH:33][C:32]([C:29]2[CH:30]=[CH:31][C:26](/[CH:25]=[CH:24]/[C:11]3[N:12]([CH2:14][C:15]4[CH:16]=[CH:17][C:18]([C:19]([OH:21])=[O:20])=[CH:22][CH:23]=4)[CH:13]=[C:9]([C:3]4[CH:4]=[CH:5][C:6]([F:8])=[CH:7][C:2]=4[F:1])[N:10]=3)=[CH:27][CH:28]=2)=[CH:37][CH:36]=1)[CH2:41][CH2:42][CH3:43], predict the reactants needed to synthesize it. The reactants are: [F:1][C:2]1[CH:7]=[C:6]([F:8])[CH:5]=[CH:4][C:3]=1[C:9]1[N:10]=[C:11](/[CH:24]=[CH:25]/[C:26]2[CH:31]=[CH:30][C:29]([C:32]3[CH:37]=[CH:36][C:35]([OH:38])=[CH:34][CH:33]=3)=[CH:28][CH:27]=2)[N:12]([CH2:14][C:15]2[CH:23]=[CH:22][C:18]([C:19]([OH:21])=[O:20])=[CH:17][CH:16]=2)[CH:13]=1.Br[CH2:40][CH2:41][CH2:42][CH3:43]. (3) Given the product [CH2:1]([O:8][CH2:9][CH2:10][N:11]1[CH:16]=[C:15]([C:19]2[CH:24]=[CH:23][CH:22]=[CH:21][CH:20]=2)[CH:14]=[CH:13][C:12]1=[O:18])[C:2]1[CH:7]=[CH:6][CH:5]=[CH:4][CH:3]=1, predict the reactants needed to synthesize it. The reactants are: [CH2:1]([O:8][CH2:9][CH2:10][N:11]1[CH:16]=[C:15](Br)[CH:14]=[CH:13][C:12]1=[O:18])[C:2]1[CH:7]=[CH:6][CH:5]=[CH:4][CH:3]=1.[C:19]1(B(O)O)[CH:24]=[CH:23][CH:22]=[CH:21][CH:20]=1.C([O-])([O-])=O.[Na+].[Na+]. (4) Given the product [Cl:43][C:40]1[CH:41]=[CH:42][C:37]([O:36][C@@H:17]2[C@@H:16]([OH:53])[C@H:15]([CH2:54][OH:55])[C@@H:14]([OH:13])[C@H:19]([OH:20])[C@H:18]2[OH:28])=[C:38]([CH2:44][C:45]2[CH:46]=[CH:47][C:48]([CH2:51][CH3:52])=[CH:49][CH:50]=2)[CH:39]=1, predict the reactants needed to synthesize it. The reactants are: C1COCC1.C([O:13][C@H:14]1[C@H:19]([O:20]CC2C=CC=CC=2)[C@@H:18]([O:28]CC2C=CC=CC=2)[C@H:17]([O:36][C:37]2[CH:42]=[CH:41][C:40]([Cl:43])=[CH:39][C:38]=2[CH2:44][C:45]2[CH:50]=[CH:49][C:48]([CH2:51][CH3:52])=[CH:47][CH:46]=2)[C@@H:16]([OH:53])[C@@H:15]1[CH2:54][O:55]CC1C=CC=CC=1)C1C=CC=CC=1. (5) Given the product [F:1][C:2]1[CH:3]=[CH:4][C:5]([N:8]2[CH:20]=[CH:19][C:17]([CH3:18])=[C:11]([C:12]([O:14][CH2:15][CH3:16])=[O:13])[C:9]2=[O:10])=[CH:6][CH:7]=1, predict the reactants needed to synthesize it. The reactants are: [F:1][C:2]1[CH:7]=[CH:6][C:5]([NH:8][C:9]([C:11](=[C:17]([CH3:19])[CH3:18])[C:12]([O:14][CH2:15][CH3:16])=[O:13])=[O:10])=[CH:4][CH:3]=1.[CH3:20]OC(OC)N(C)C.[NH4+].[Cl-]. (6) Given the product [F:24][C:22]1[CH:21]=[CH:20][C:19]([O:25][CH2:26][C:27]2[CH:28]=[CH:29][C:30]([F:33])=[CH:31][CH:32]=2)=[C:18]([C:13]2[N:12]([C:6]3[CH:5]=[C:4]([C:9]([CH3:10])=[C:8]([NH2:11])[CH:7]=3)[C:3]([OH:34])=[O:2])[C:16]([CH3:17])=[CH:15][CH:14]=2)[CH:23]=1, predict the reactants needed to synthesize it. The reactants are: C[O:2][C:3](=[O:34])[C:4]1[C:9]([CH3:10])=[C:8]([NH2:11])[CH:7]=[C:6]([N:12]2[C:16]([CH3:17])=[CH:15][CH:14]=[C:13]2[C:18]2[CH:23]=[C:22]([F:24])[CH:21]=[CH:20][C:19]=2[O:25][CH2:26][C:27]2[CH:32]=[CH:31][C:30]([F:33])=[CH:29][CH:28]=2)[CH:5]=1.[OH-].[Na+].Cl. (7) Given the product [CH:1]([OH:3])=[O:2].[CH:4]([C:7]1[CH:12]=[CH:11][CH:10]=[CH:9][C:8]=1[N:13]1[CH2:14][CH2:15][N:16]([CH2:19][CH2:20][CH:21]2[O:22][C:23](=[O:31])[CH2:24][C:25]2([CH3:30])[CH3:26])[CH2:17][CH2:18]1)([CH3:6])[CH3:5], predict the reactants needed to synthesize it. The reactants are: [CH:1]([OH:3])=[O:2].[CH:4]([C:7]1[CH:12]=[CH:11][CH:10]=[CH:9][C:8]=1[N:13]1[CH2:18][CH2:17][N:16]([CH2:19][CH2:20][CH:21]2[C:25]3([CH2:30]CCC[CH2:26]3)[CH2:24][C:23](=[O:31])[O:22]2)[CH2:15][CH2:14]1)([CH3:6])[CH3:5].CC1C=CC(S(OCCC2C(C)(C)CC(=O)O2)(=O)=O)=CC=1.CC1C=CC(S(OCCC2C3(CCCCC3)CC(=O)O2)(=O)=O)=CC=1.